This data is from Reaction yield outcomes from USPTO patents with 853,638 reactions. The task is: Predict the reaction yield, written as a fraction of the theoretical maximum amount of product (1.0 means a 100% yield; for example, 0.34 means a 34% yield). (1) The reactants are [Br:1][C:2]1[CH:3]=[C:4]([N:8]2[C:12]3=[N:13][C:14]([O:17][CH3:18])=[CH:15][CH:16]=[C:11]3[C:10]([C:19]([OH:21])=O)=[N:9]2)[CH:5]=[CH:6][CH:7]=1.[Cl-].[NH4+:23]. No catalyst specified. The product is [Br:1][C:2]1[CH:3]=[C:4]([N:8]2[C:12]3=[N:13][C:14]([O:17][CH3:18])=[CH:15][CH:16]=[C:11]3[C:10]([C:19]([NH2:23])=[O:21])=[N:9]2)[CH:5]=[CH:6][CH:7]=1. The yield is 0.860. (2) The reactants are Br[C:2]1[C:3]([F:27])=[CH:4][C:5]([F:26])=[C:6]([C:8]23[CH2:17][CH2:16][O:15][CH2:14][CH:13]2[CH2:12][S:11][C:10]([NH:18][C:19](=[O:25])[O:20][C:21]([CH3:24])([CH3:23])[CH3:22])=[N:9]3)[CH:7]=1.[N:28]1[CH:33]=[C:32](B(O)O)[CH:31]=[N:30][CH:29]=1.C(=O)([O-])[O-].[Cs+].[Cs+]. The catalyst is COCCOC.C(O)C.O.Cl[Pd](Cl)([P](C1C=CC=CC=1)(C1C=CC=CC=1)C1C=CC=CC=1)[P](C1C=CC=CC=1)(C1C=CC=CC=1)C1C=CC=CC=1. The product is [F:26][C:5]1[CH:4]=[C:3]([F:27])[C:2]([C:32]2[CH:33]=[N:28][CH:29]=[N:30][CH:31]=2)=[CH:7][C:6]=1[C@:8]12[CH2:17][CH2:16][O:15][CH2:14][CH:13]1[CH2:12][S:11][C:10]([NH:18][C:19](=[O:25])[O:20][C:21]([CH3:24])([CH3:23])[CH3:22])=[N:9]2. The yield is 0.860. (3) The reactants are Cl[C:2]1[CH:7]=[C:6]([C:8]([F:11])([F:10])[F:9])[N:5]=[C:4]([C:12]2[CH:13]=[N:14][C:15]([C:18]([F:21])([F:20])[F:19])=[CH:16][CH:17]=2)[N:3]=1.[Cl:22][C:23]1[CH:29]=[CH:28][C:27]([O:30][CH3:31])=[CH:26][C:24]=1[NH2:25].Cl.[OH-].[Na+]. The catalyst is O.C(O)C. The product is [Cl:22][C:23]1[CH:29]=[CH:28][C:27]([O:30][CH3:31])=[CH:26][C:24]=1[NH:25][C:2]1[CH:7]=[C:6]([C:8]([F:11])([F:10])[F:9])[N:5]=[C:4]([C:12]2[CH:13]=[N:14][C:15]([C:18]([F:21])([F:20])[F:19])=[CH:16][CH:17]=2)[N:3]=1. The yield is 0.0400. (4) The reactants are [OH-].[Na+].C[O:4][C:5](=[O:23])[CH2:6][CH2:7][CH2:8][CH2:9][CH2:10][CH2:11][C:12]1[O:13][C:14]([C:17]2[CH:22]=[CH:21][CH:20]=[CH:19][CH:18]=2)=[CH:15][N:16]=1.Cl. The catalyst is O.CO. The product is [C:17]1([C:14]2[O:13][C:12]([CH2:11][CH2:10][CH2:9][CH2:8][CH2:7][CH2:6][C:5]([OH:23])=[O:4])=[N:16][CH:15]=2)[CH:18]=[CH:19][CH:20]=[CH:21][CH:22]=1. The yield is 0.850. (5) The reactants are [F:1][C:2]1[CH:3]=[C:4]([CH2:33][OH:34])[CH:5]=[CH:6][C:7]=1[N:8]1[CH2:13][CH2:12][N:11]([C:14]([C:16]2[CH:21]=[C:20]([S:22]([CH3:25])(=[O:24])=[O:23])[CH:19]=[CH:18][C:17]=2[C:26]2[CH:31]=[CH:30][C:29]([F:32])=[CH:28][CH:27]=2)=[O:15])[CH2:10][CH2:9]1.O.[C:36]1([CH3:46])[CH:41]=[CH:40]C(S(O)(=O)=O)=CC=1.C1(CO)CC1.C1(C)C=CC=CC=1. The yield is 0.260. The product is [CH:41]1([CH2:40][O:34][CH2:33][C:4]2[CH:5]=[CH:6][C:7]([N:8]3[CH2:13][CH2:12][N:11]([C:14]([C:16]4[CH:21]=[C:20]([S:22]([CH3:25])(=[O:24])=[O:23])[CH:19]=[CH:18][C:17]=4[C:26]4[CH:31]=[CH:30][C:29]([F:32])=[CH:28][CH:27]=4)=[O:15])[CH2:10][CH2:9]3)=[C:2]([F:1])[CH:3]=2)[CH2:36][CH2:46]1. The catalyst is O1CCOCC1. (6) The reactants are Cl.[CH3:2][C:3]1[C:11]2[C:6](=[CH:7][CH:8]=[CH:9][CH:10]=2)[NH:5][C:4]=1[C:12]1[CH:13]=[N:14][CH:15]=[CH:16][CH:17]=1.C[Si]([N-][Si](C)(C)C)(C)C.[K+].[C:28]([C:30]1[CH:31]=[C:32]([CH:36]=[CH:37][CH:38]=1)[C:33](Cl)=[O:34])#[N:29]. The catalyst is C1COCC1. The product is [NH4+:5].[OH-:34].[CH3:2][C:3]1[C:11]2[C:6](=[CH:7][CH:8]=[CH:9][CH:10]=2)[N:5]([C:33]([C:32]2[CH:31]=[C:30]([CH:38]=[CH:37][CH:36]=2)[C:28]#[N:29])=[O:34])[C:4]=1[C:12]1[CH:13]=[N:14][CH:15]=[CH:16][CH:17]=1. The yield is 0.00100.